From a dataset of Forward reaction prediction with 1.9M reactions from USPTO patents (1976-2016). Predict the product of the given reaction. Given the reactants [Cl:1][C:2]1[CH:7]=[CH:6][CH:5]=[C:4]([Cl:8])[C:3]=1[S:9]([CH2:12][C:13]1[C:17]([CH2:18][O:19][C:20]2[CH:25]=[CH:24][C:23]([C:26]3[CH:27]=[C:28]4[C:33](=[CH:34][CH:35]=3)[N:32]=[C:31]([C:36]([O:38]CC)=[O:37])[CH:30]=[CH:29]4)=[CH:22][CH:21]=2)=[C:16]([CH:41]([CH3:43])[CH3:42])[O:15][N:14]=1)(=[O:11])=[O:10].O1CCCC1.CO.[OH-].[Na+], predict the reaction product. The product is: [Cl:8][C:4]1[CH:5]=[CH:6][CH:7]=[C:2]([Cl:1])[C:3]=1[S:9]([CH2:12][C:13]1[C:17]([CH2:18][O:19][C:20]2[CH:21]=[CH:22][C:23]([C:26]3[CH:27]=[C:28]4[C:33](=[CH:34][CH:35]=3)[N:32]=[C:31]([C:36]([OH:38])=[O:37])[CH:30]=[CH:29]4)=[CH:24][CH:25]=2)=[C:16]([CH:41]([CH3:43])[CH3:42])[O:15][N:14]=1)(=[O:10])=[O:11].